The task is: Predict the reactants needed to synthesize the given product.. This data is from Full USPTO retrosynthesis dataset with 1.9M reactions from patents (1976-2016). (1) Given the product [C:3]([NH:21][C:22]1[N:23]=[C:24]([N:42]2[CH2:47][CH2:46][NH:45][CH2:44][CH:43]2[C:48](=[O:57])[NH:49][C:50]2[CH:55]=[CH:54][CH:53]=[C:52]([CH3:56])[CH:51]=2)[C:25]2[N:31]=[C:30]([C:32]3[CH:37]=[CH:36][C:35]([O:38][CH3:39])=[C:34]([O:40][CH3:41])[CH:33]=3)[CH:29]=[CH:28][C:26]=2[N:27]=1)(=[O:2])[CH3:8], predict the reactants needed to synthesize it. The reactants are: C[O:2][C:3]1C=C(C2C=CC3N=CN=CC=3N=2)C=C[C:8]=1OC.[NH2:21][C:22]1[N:23]=[C:24]([N:42]2[CH2:47][CH2:46][NH:45][CH2:44][CH:43]2[C:48](=[O:57])[NH:49][C:50]2[CH:55]=[CH:54][CH:53]=[C:52]([CH3:56])[CH:51]=2)[C:25]2[N:31]=[C:30]([C:32]3[CH:37]=[CH:36][C:35]([O:38][CH3:39])=[C:34]([O:40][CH3:41])[CH:33]=3)[CH:29]=[CH:28][C:26]=2[N:27]=1.N.CNC. (2) Given the product [CH:29]1([N:10]2[C:9]3[CH:35]=[CH:36][C:6]([C:4]([OH:5])=[O:3])=[CH:7][C:8]=3[N:12]=[C:11]2[C:13]2[CH:14]=[C:15]3[C:20](=[CH:21][CH:22]=2)[N:19]=[CH:18][C:17]([C:23]2[CH:24]=[CH:25][CH:26]=[CH:27][CH:28]=2)=[N:16]3)[CH2:34][CH2:33][CH2:32][CH2:31][CH2:30]1, predict the reactants needed to synthesize it. The reactants are: C([O:3][C:4]([C:6]1[CH:36]=[CH:35][C:9]2[N:10]([CH:29]3[CH2:34][CH2:33][CH2:32][CH2:31][CH2:30]3)[C:11]([C:13]3[CH:14]=[C:15]4[C:20](=[CH:21][CH:22]=3)[N:19]=[CH:18][C:17]([C:23]3[CH:28]=[CH:27][CH:26]=[CH:25][CH:24]=3)=[N:16]4)=[N:12][C:8]=2[CH:7]=1)=[O:5])C. (3) Given the product [CH3:79][CH2:80][CH2:81][C:82]1[C:83]2[N:92]=[C:41]([C:40]3[CH:39]=[C:38]([S:154]([N:157]4[CH2:162][CH2:161][N:160]([CH3:163])[CH2:159][CH2:158]4)(=[O:156])=[O:155])[CH:37]=[CH:36][C:34]=3[O:33][CH2:20][CH3:21])[NH:90][C:88](=[O:89])[C:84]=2[N:85]([CH3:87])[N:86]=1, predict the reactants needed to synthesize it. The reactants are: CCCCCCCCCCCCCCCC(OC[C@@H:20]([O:33][C:34]([CH2:36][CH2:37][CH2:38][CH2:39][CH2:40][CH2:41]CCCCCCCCC)=O)[CH2:21]OP(OCC[N+](C)(C)C)([O-])=O)=O.CC(CCC[C@H]([C@@H]1[C@]2(C)[C@H]([C@H]3[C@H](CC2)[C@]2(C)C(C[C@H](CC2)O)=CC3)CC1)C)C.[CH3:79][CH2:80][CH2:81][C:82]1[C:83]2[N:92]=C(C3C=C(S(N4CCN(C)CC4)(=O)=O)C=CC=3OCC)[NH:90][C:88](=[O:89])[C:84]=2[N:85]([CH3:87])[N:86]=1.S([O-])([O-])(=O)=O.[NH4+].[NH4+].O=C[C@@H]([C@H]([C@@H]([C@@H](CO)O)O)O)O.CCCC1C2N=C(C3C=C([S:154]([N:157]4[CH2:162][CH2:161][N:160]([CH3:163])[CH2:159][CH2:158]4)(=[O:156])=[O:155])C=CC=3OCC)NC(=O)C=2N(C)N=1.C(C(O)(C(O)=O)CC(O)=O)C(O)=O. (4) Given the product [C:15]([C:14]1[CH:19]=[CH:20][CH:21]=[CH:22][C:13]=1[CH2:12][CH:9]1[CH2:10][CH2:11][N:7]([CH:1]2[CH2:6][CH2:5][CH2:4][CH2:3][CH2:2]2)[C:8]1=[O:23])(=[O:16])[CH3:24], predict the reactants needed to synthesize it. The reactants are: [CH:1]1([N:7]2[CH2:11][CH2:10][CH:9]([CH2:12][C:13]3[CH:22]=[CH:21][CH:20]=[CH:19][C:14]=3[C:15](OC)=[O:16])[C:8]2=[O:23])[CH2:6][CH2:5][CH2:4][CH2:3][CH2:2]1.[CH3:24][Li].[Cl-].[NH4+]. (5) Given the product [CH2:1]([O:8][C:9]([N:11]1[CH2:15][CH2:14][CH2:13][C@H:12]1[C:16](=[O:31])[NH:17][C:18]1[S:19][CH:20]=[C:21]([C:23]2[O:24][C:25]([C:28](=[O:29])[NH:46][CH:45]3[CH2:43][CH2:44]3)=[CH:26][CH:27]=2)[N:22]=1)=[O:10])[C:2]1[CH:3]=[CH:4][CH:5]=[CH:6][CH:7]=1, predict the reactants needed to synthesize it. The reactants are: [CH2:1]([O:8][C:9]([N:11]1[CH2:15][CH2:14][CH2:13][C@H:12]1[C:16](=[O:31])[NH:17][C:18]1[S:19][CH:20]=[C:21]([C:23]2[O:24][C:25]([C:28](O)=[O:29])=[CH:26][CH:27]=2)[N:22]=1)=[O:10])[C:2]1[CH:7]=[CH:6][CH:5]=[CH:4][CH:3]=1.CN(C(ON1N=NC2[CH:43]=[CH:44][CH:45]=[N:46]C1=2)=[N+](C)C)C.F[P-](F)(F)(F)(F)F.CCN(C(C)C)C(C)C.C1(N)CC1.